From a dataset of NCI-60 drug combinations with 297,098 pairs across 59 cell lines. Regression. Given two drug SMILES strings and cell line genomic features, predict the synergy score measuring deviation from expected non-interaction effect. Drug 1: CC1C(C(CC(O1)OC2CC(CC3=C2C(=C4C(=C3O)C(=O)C5=C(C4=O)C(=CC=C5)OC)O)(C(=O)CO)O)N)O.Cl. Drug 2: CN(CC1=CN=C2C(=N1)C(=NC(=N2)N)N)C3=CC=C(C=C3)C(=O)NC(CCC(=O)O)C(=O)O. Cell line: MOLT-4. Synergy scores: CSS=61.6, Synergy_ZIP=-2.69, Synergy_Bliss=-4.54, Synergy_Loewe=-8.46, Synergy_HSA=-4.86.